This data is from Reaction yield outcomes from USPTO patents with 853,638 reactions. The task is: Predict the reaction yield, written as a fraction of the theoretical maximum amount of product (1.0 means a 100% yield; for example, 0.34 means a 34% yield). The reactants are [CH:1]([N:4]([C:11]([C:13]1[N:22]=[C:21]2[N:15]([CH2:16][CH2:17][O:18][C:19]3[CH:26]=[C:25]([Br:27])[CH:24]=[CH:23][C:20]=32)[CH:14]=1)=O)[NH:5][C:6](=O)[CH2:7][O:8][CH3:9])([CH3:3])[CH3:2].C(O)(=O)C.[Cl-].[NH4+:33]. The catalyst is O(Cl)Cl.[P+5]. The product is [Br:27][C:25]1[CH:24]=[CH:23][C:20]2[C:21]3[N:15]([CH2:16][CH2:17][O:18][C:19]=2[CH:26]=1)[CH:14]=[C:13]([C:11]1[N:4]([CH:1]([CH3:3])[CH3:2])[N:5]=[C:6]([CH2:7][O:8][CH3:9])[N:33]=1)[N:22]=3. The yield is 0.760.